From a dataset of Reaction yield outcomes from USPTO patents with 853,638 reactions. Predict the reaction yield, written as a fraction of the theoretical maximum amount of product (1.0 means a 100% yield; for example, 0.34 means a 34% yield). (1) The catalyst is CN(C=O)C. The yield is 0.410. The reactants are [F:1][C:2]1[CH:3]=[C:4]([CH:14]=[CH:15][CH:16]=1)[CH2:5][C:6]1[O:10][N:9]=[C:8]([C:11]([OH:13])=O)[CH:7]=1.[F:17][C:18]1[CH:26]=[C:25]2[C:21]([C:22]([CH2:27][CH2:28][NH2:29])=[CH:23][NH:24]2)=[CH:20][CH:19]=1.CN(C(ON1N=NC2C=CC=NC1=2)=[N+](C)C)C.F[P-](F)(F)(F)(F)F. The product is [F:17][C:18]1[CH:26]=[C:25]2[C:21]([C:22]([CH2:27][CH2:28][NH:29][C:11]([C:8]3[CH:7]=[C:6]([CH2:5][C:4]4[CH:14]=[CH:15][CH:16]=[C:2]([F:1])[CH:3]=4)[O:10][N:9]=3)=[O:13])=[CH:23][NH:24]2)=[CH:20][CH:19]=1. (2) The product is [CH:21]([C:18]1[CH:19]=[CH:20][C:15]([NH:14][C:5]2[C:4]3[C:9](=[CH:10][N:11]=[C:2]([NH:32][CH2:31][CH2:30][N:24]4[CH2:29][CH2:28][O:27][CH2:26][CH2:25]4)[CH:3]=3)[N:8]=[CH:7][C:6]=2[C:12]#[N:13])=[CH:16][CH:17]=1)([CH3:23])[CH3:22]. No catalyst specified. The reactants are F[C:2]1[CH:3]=[C:4]2[C:9](=[CH:10][N:11]=1)[N:8]=[CH:7][C:6]([C:12]#[N:13])=[C:5]2[NH:14][C:15]1[CH:20]=[CH:19][C:18]([CH:21]([CH3:23])[CH3:22])=[CH:17][CH:16]=1.[N:24]1([CH2:30][CH2:31][NH2:32])[CH2:29][CH2:28][O:27][CH2:26][CH2:25]1. The yield is 0.550. (3) The reactants are C[C@H]1O[C@@H](O[C@H]2[C@@H](O)C[C@H](O[C@H]3[C@@H](O)C[C@H]([O:24][C@@H:25]4[CH2:30][C@H:29]5[CH2:31][CH2:32][C@H:33]6[C@@:38]7([OH:48])[CH2:39][CH2:40][C@H:41]([C:42]8[CH2:47][O:46][C:44](=[O:45])[CH:43]=8)[C@@:37]7([CH3:49])[CH2:36][CH2:35][C@@H:34]6[C@@:28]5([CH3:50])[CH2:27][CH2:26]4)O[C@@H]3C)O[C@@H]2C)C[C@H](O)[C@@H]1O.CC1C=CC(S(O)(=O)=O)=CC=1. The catalyst is CO. The product is [CH3:50][C@@:28]12[C@H:34]3[CH2:35][CH2:36][C@:37]4([CH3:49])[C@@H:41]([C:42]5[CH2:47][O:46][C:44](=[O:45])[CH:43]=5)[CH2:40][CH2:39][C@:38]4([OH:48])[C@@H:33]3[CH2:32][CH2:31][C@@H:29]1[CH2:30][C@@H:25]([OH:24])[CH2:26][CH2:27]2. The yield is 0.680. (4) The reactants are [C:1]([C:5]1[CH:11]=[CH:10][C:9]([N+:12]([O-:14])=[O:13])=[CH:8][C:6]=1N)([CH3:4])([CH3:3])[CH3:2].Cl.N([O-])=O.[Na+].[H+].[F:21][P-](F)(F)(F)(F)F. The catalyst is O. The product is [C:1]([C:5]1[CH:11]=[CH:10][C:9]([N+:12]([O-:14])=[O:13])=[CH:8][C:6]=1[F:21])([CH3:4])([CH3:3])[CH3:2]. The yield is 0.120. (5) The reactants are Br[C:2]1[CH:3]=[CH:4][C:5]([C:8]2[O:9][C:10]([C:13]3[C:14]([C:19]4[CH:24]=[CH:23][CH:22]=[CH:21][CH:20]=4)=[N:15][O:16][C:17]=3[CH3:18])=[N:11][N:12]=2)=[N:6][CH:7]=1.[NH:25]1[CH2:30][CH2:29][O:28][CH2:27][CH2:26]1. The catalyst is [I-].C([N+](CCCC)(CCCC)CCCC)CCC.C(OCC)(=O)C. The product is [CH3:18][C:17]1[O:16][N:15]=[C:14]([C:19]2[CH:24]=[CH:23][CH:22]=[CH:21][CH:20]=2)[C:13]=1[C:10]1[O:9][C:8]([C:5]2[N:6]=[CH:7][C:2]([N:25]3[CH2:30][CH2:29][O:28][CH2:27][CH2:26]3)=[CH:3][CH:4]=2)=[N:12][N:11]=1. The yield is 0.470.